From a dataset of M1 muscarinic receptor agonist screen with 61,833 compounds. Binary Classification. Given a drug SMILES string, predict its activity (active/inactive) in a high-throughput screening assay against a specified biological target. (1) The molecule is O=C1NCC2C(CCC2)C1C(OCC)=O. The result is 0 (inactive). (2) The molecule is Brc1ccc(NS(=O)(=O)NC(=O)Nc2nc(cc(n2)C)C)nc1. The result is 0 (inactive). (3) The molecule is O(CCCNC(=O)c1[nH]c(c(c1C)C(=O)C)C)CC. The result is 0 (inactive).